Dataset: Forward reaction prediction with 1.9M reactions from USPTO patents (1976-2016). Task: Predict the product of the given reaction. (1) The product is: [O:1]([C:8]1[CH:9]=[C:10]([N:14]([CH2:22][C:23]2[CH:24]=[C:25]([CH2:26][OH:27])[CH:30]=[CH:31][CH:32]=2)[CH2:15][CH:16]([OH:21])[C:17]([F:18])([F:19])[F:20])[CH:11]=[CH:12][CH:13]=1)[C:2]1[CH:7]=[CH:6][CH:5]=[CH:4][CH:3]=1. Given the reactants [O:1]([C:8]1[CH:9]=[C:10]([N:14]([CH2:22][C:23]2[CH:24]=[C:25]([CH:30]=[CH:31][CH:32]=2)[C:26](OC)=[O:27])[CH2:15][CH:16]([OH:21])[C:17]([F:20])([F:19])[F:18])[CH:11]=[CH:12][CH:13]=1)[C:2]1[CH:7]=[CH:6][CH:5]=[CH:4][CH:3]=1.[H-].[Al+3].[Li+].[H-].[H-].[H-].C1COCC1, predict the reaction product. (2) Given the reactants CS(O)(=O)=O.[NH2:6][CH2:7][CH2:8][CH2:9][CH2:10][CH2:11][CH2:12][OH:13].[S:14]([CH2:20][CH2:21][C:22]([OH:24])=O)[CH2:15][CH2:16][C:17]([OH:19])=[O:18], predict the reaction product. The product is: [S:14]([CH2:15][CH2:16][C:17]([O:19][CH2:12][CH2:11][CH2:10][CH2:9][CH2:8][CH2:7][NH2:6])=[O:18])[CH2:20][CH2:21][C:22]([O:13][CH2:12][CH2:11][CH2:10][CH2:9][CH2:8][CH2:7][NH2:6])=[O:24].